This data is from Forward reaction prediction with 1.9M reactions from USPTO patents (1976-2016). The task is: Predict the product of the given reaction. (1) Given the reactants [Cl:1][C:2]1[C:3]([C:23]2[N:27]3[CH:28]=[CH:29][CH:30]=[CH:31][C:26]3=[N:25][CH:24]=2)=[N:4][C:5]([NH:8][C:9]2[CH:14]=[CH:13][C:12]([N:15]3[CH2:20][CH2:19][NH:18][CH2:17][CH2:16]3)=[CH:11][C:10]=2[O:21][CH3:22])=[N:6][CH:7]=1.[C:32](Cl)(=[O:35])[CH2:33][CH3:34], predict the reaction product. The product is: [Cl:1][C:2]1[C:3]([C:23]2[N:27]3[CH:28]=[CH:29][CH:30]=[CH:31][C:26]3=[N:25][CH:24]=2)=[N:4][C:5]([NH:8][C:9]2[CH:14]=[CH:13][C:12]([N:15]3[CH2:16][CH2:17][N:18]([C:32](=[O:35])[CH2:33][CH3:34])[CH2:19][CH2:20]3)=[CH:11][C:10]=2[O:21][CH3:22])=[N:6][CH:7]=1. (2) Given the reactants [Se]=[O:2].[CH3:3][C:4]1[C:13]2[C:8](=[CH:9][C:10]([O:14][CH3:15])=[CH:11][CH:12]=2)[N:7]=[CH:6][CH:5]=1, predict the reaction product. The product is: [CH3:15][O:14][C:10]1[CH:9]=[C:8]2[C:13]([C:4]([CH:3]=[O:2])=[CH:5][CH:6]=[N:7]2)=[CH:12][CH:11]=1. (3) Given the reactants [O:1]=[C:2]1[C:7]2[N:8]([C:15]3[CH:20]=[CH:19][CH:18]=[CH:17][C:16]=3[S:21]([NH2:24])(=[O:23])=[O:22])[N:9]=[C:10]([C:11]([F:14])([F:13])[F:12])[C:6]=2[CH2:5][CH2:4][N:3]1[C:25]1[CH:30]=[CH:29][C:28]([N:31]2[CH:36]=[CH:35][CH:34]=[CH:33][C:32]2=[O:37])=[CH:27][CH:26]=1.[C:38](OC(=O)C)(=[O:40])[CH3:39], predict the reaction product. The product is: [C:38]([NH:24][S:21]([C:16]1[CH:17]=[CH:18][CH:19]=[CH:20][C:15]=1[N:8]1[C:7]2[C:2](=[O:1])[N:3]([C:25]3[CH:30]=[CH:29][C:28]([N:31]4[CH:36]=[CH:35][CH:34]=[CH:33][C:32]4=[O:37])=[CH:27][CH:26]=3)[CH2:4][CH2:5][C:6]=2[C:10]([C:11]([F:12])([F:14])[F:13])=[N:9]1)(=[O:22])=[O:23])(=[O:40])[CH3:39]. (4) The product is: [N:3]1([CH2:8][C:9]([CH2:16][O:17][CH2:18][CH2:19][CH2:20][CH2:21][CH2:22][CH2:23][CH2:24][CH2:25][CH2:26][CH3:27])([CH2:28][O:29][CH2:30][CH2:31][CH2:32][CH2:33][CH2:34][CH2:35][CH2:36][CH2:37][CH2:38][CH3:39])[CH2:10][N:11]2[CH2:15][CH2:14][CH2:13][CH2:12]2)[CH2:4][CH2:5][CH2:6][CH2:7]1. Given the reactants Cl.Cl.[N:3]1([CH2:8][C:9]([CH2:28][O:29][CH2:30][CH2:31][CH2:32][CH2:33][CH2:34][CH2:35][CH2:36][CH2:37][CH2:38][CH3:39])([CH2:16][O:17][CH2:18][CH2:19][CH2:20][CH2:21][CH2:22][CH2:23][CH2:24][CH2:25][CH2:26][CH3:27])[CH2:10][N:11]2[CH2:15][CH2:14][CH2:13][CH2:12]2)[CH2:7][CH2:6][CH2:5][CH2:4]1, predict the reaction product. (5) Given the reactants [NH2:1][C:2]1[CH:11]=[CH:10][CH:9]=[CH:8][C:3]=1[C:4]([O:6][CH3:7])=[O:5].[Cl:12][C:13]1[CH:14]=[C:15]([CH:19]=[CH:20][C:21]=1[O:22][CH3:23])[C:16](O)=[O:17].CCN=C=NCCCN(C)C, predict the reaction product. The product is: [Cl:12][C:13]1[CH:14]=[C:15]([CH:19]=[CH:20][C:21]=1[O:22][CH3:23])[C:16]([NH:1][C:2]1[CH:11]=[CH:10][CH:9]=[CH:8][C:3]=1[C:4]([O:6][CH3:7])=[O:5])=[O:17]. (6) Given the reactants [CH3:1][N:2]1[C:10]2[C:5](=[CH:6][C:7]([C:11]([F:14])([F:13])[F:12])=[CH:8][CH:9]=2)[C:4]([CH3:15])=[C:3]1[C:16]([OH:18])=O.C([O:21][C:22](=[O:44])[C:23]([O:26][C:27]1[CH:32]=[CH:31][C:30]([O:33][C:34]2[CH:39]=[CH:38][CH:37]=[C:36]([CH2:40][NH2:41])[CH:35]=2)=[CH:29][C:28]=1[CH2:42]C)([CH3:25])[CH3:24])C, predict the reaction product. The product is: [CH3:1][N:2]1[C:10]2[C:5](=[CH:6][C:7]([C:11]([F:12])([F:13])[F:14])=[CH:8][CH:9]=2)[C:4]([CH3:15])=[C:3]1[C:16]([NH:41][CH2:40][C:36]1[CH:35]=[C:34]([CH:39]=[CH:38][CH:37]=1)[O:33][C:30]1[CH:31]=[CH:32][C:27]([O:26][C:23]([CH3:25])([CH3:24])[C:22]([OH:44])=[O:21])=[C:28]([CH3:42])[CH:29]=1)=[O:18].